Dataset: Forward reaction prediction with 1.9M reactions from USPTO patents (1976-2016). Task: Predict the product of the given reaction. (1) Given the reactants [Cl:1][C:2]1[CH:9]=[C:8]([N:10]2[C:14]([CH3:15])=[C:13]([CH2:16][OH:17])[C:12]([CH3:18])=[N:11]2)[CH:7]=[CH:6][C:3]=1[C:4]#[N:5].[CH3:19][C:20]1[CH:25]=[CH:24][C:23](O)=[CH:22][N:21]=1, predict the reaction product. The product is: [Cl:1][C:2]1[CH:9]=[C:8]([N:10]2[C:14]([CH3:15])=[C:13]([CH2:16][O:17][C:23]3[CH:22]=[N:21][C:20]([CH3:19])=[CH:25][CH:24]=3)[C:12]([CH3:18])=[N:11]2)[CH:7]=[CH:6][C:3]=1[C:4]#[N:5]. (2) The product is: [C:18]([O:21][C:22]([N:24]([C:2]1[CH:7]=[N:6][C:5]([NH:8][C:9](=[O:11])[CH3:10])=[CH:4][CH:3]=1)[NH:25][C:26](=[O:27])[C:15]([CH3:14])([CH3:16])[CH3:34])=[O:23])([CH3:20])([CH3:17])[CH3:19]. Given the reactants Br[C:2]1[CH:3]=[CH:4][C:5]([NH:8][C:9](=[O:11])[CH3:10])=[N:6][CH:7]=1.[Li]C[CH2:14][CH2:15][CH3:16].[CH3:17][C:18]([O:21][C:22](/[N:24]=[N:25]/[C:26](OC(C)(C)C)=[O:27])=[O:23])([CH3:20])[CH3:19].Cl.[CH2:34]1COCC1, predict the reaction product. (3) Given the reactants [CH:1]1([NH:7][C:8]([C:10]2([CH2:17][OH:18])[CH2:15][CH2:14][CH2:13][NH:12][C:11]2=[O:16])=[O:9])[CH2:6][CH2:5][CH2:4][CH2:3][CH2:2]1.[F:19][C:20]1[CH:27]=[CH:26][CH:25]=[C:24](F)[C:21]=1[C:22]#[N:23], predict the reaction product. The product is: [C:22]([C:21]1[C:20]([F:19])=[CH:27][CH:26]=[CH:25][C:24]=1[O:18][CH2:17][C:10]1([C:8]([NH:7][CH:1]2[CH2:2][CH2:3][CH2:4][CH2:5][CH2:6]2)=[O:9])[CH2:15][CH2:14][CH2:13][NH:12][C:11]1=[O:16])#[N:23]. (4) Given the reactants [CH2:1]([C:4]1[CH:9]=[N:8][CH:7]=[CH:6][N:5]=1)[CH2:2][CH3:3].CC(OC)(C)C.[OH:16][C:17]([C:20]1[CH:27]=[CH:26][C:23]([C:24]#[N:25])=[CH:22][CH:21]=1)([CH3:19])[CH3:18].C[Si]([N-][Si](C)(C)C)(C)C.[K+], predict the reaction product. The product is: [CH2:2]([C:1]1[C:4]2[C:9](=[N:8][CH:7]=[CH:6][N:5]=2)[NH:25][C:24]=1[C:23]1[CH:26]=[CH:27][C:20]([C:17]([OH:16])([CH3:18])[CH3:19])=[CH:21][CH:22]=1)[CH3:3].